Dataset: Peptide-MHC class II binding affinity with 134,281 pairs from IEDB. Task: Regression. Given a peptide amino acid sequence and an MHC pseudo amino acid sequence, predict their binding affinity value. This is MHC class II binding data. (1) The peptide sequence is TKQQVFIQSEDPPVL. The MHC is DRB1_0701 with pseudo-sequence DRB1_0701. The binding affinity (normalized) is 0.574. (2) The peptide sequence is LLNNQFGTMPSLTLA. The MHC is DRB1_0401 with pseudo-sequence DRB1_0401. The binding affinity (normalized) is 1.00.